This data is from Catalyst prediction with 721,799 reactions and 888 catalyst types from USPTO. The task is: Predict which catalyst facilitates the given reaction. (1) Reactant: [Cl:1][C:2]1[CH:7]=[CH:6][C:5]([CH:8]2[N:12]([C:13]3[CH:14]=[C:15]([CH3:23])[C:16]4[N:17]([C:19]([CH3:22])=[N:20][N:21]=4)[CH:18]=3)[C:11](=[O:24])[C:10](O)=[C:9]2[C:26]([CH:28]2[CH2:30][CH2:29]2)=O)=[CH:4][CH:3]=1.[NH:31]([C:33]1[N:37]([CH3:38])[N:36]=[CH:35][CH:34]=1)[NH2:32]. Product: [Cl:1][C:2]1[CH:7]=[CH:6][C:5]([CH:8]2[C:9]3[C:26]([CH:28]4[CH2:29][CH2:30]4)=[N:32][N:31]([C:33]4[N:37]([CH3:38])[N:36]=[CH:35][CH:34]=4)[C:10]=3[C:11](=[O:24])[N:12]2[C:13]2[CH:14]=[C:15]([CH3:23])[C:16]3[N:17]([C:19]([CH3:22])=[N:20][N:21]=3)[CH:18]=2)=[CH:4][CH:3]=1. The catalyst class is: 28. (2) Reactant: [F:1][C:2]1[CH:7]=[CH:6][C:5]([CH:8]([C:12]2[CH:17]=[CH:16][C:15]([F:18])=[CH:14][CH:13]=2)[CH2:9][CH:10]=O)=[CH:4][CH:3]=1.[C:19]([NH:26][CH:27]1[CH2:32][CH2:31][NH:30][CH2:29][CH2:28]1)([O:21][C:22]([CH3:25])([CH3:24])[CH3:23])=[O:20].C(O)(=O)C.C(O[BH-](OC(=O)C)OC(=O)C)(=O)C.[Na+]. Product: [F:1][C:2]1[CH:7]=[CH:6][C:5]([CH:8]([C:12]2[CH:17]=[CH:16][C:15]([F:18])=[CH:14][CH:13]=2)[CH2:9][CH2:10][N:30]2[CH2:29][CH2:28][CH:27]([NH:26][C:19]([O:21][C:22]([CH3:25])([CH3:24])[CH3:23])=[O:20])[CH2:32][CH2:31]2)=[CH:4][CH:3]=1. The catalyst class is: 68. (3) Reactant: [Cl:1][C:2]1[C:7]([O:8][CH3:9])=[CH:6][C:5]([NH:10]C(=O)C(F)(F)F)=[C:4]([CH3:17])[CH:3]=1.[OH-].[Na+]. Product: [Cl:1][C:2]1[C:7]([O:8][CH3:9])=[CH:6][C:5]([NH2:10])=[C:4]([CH3:17])[CH:3]=1. The catalyst class is: 8. (4) Reactant: [C:1](Cl)(Cl)=[O:2].[F:5][C:6]([F:16])([F:15])[C:7]1[CH:14]=[CH:13][C:10]([CH2:11][OH:12])=[CH:9][CH:8]=1.[NH2:17][C@@H:18]([CH2:23][CH2:24][CH2:25][CH2:26][NH:27][C:28](=[O:31])[CH:29]=[CH2:30])[C:19]([O:21][CH3:22])=[O:20].C(N(C(C)C)CC)(C)C. Product: [C:28]([NH:27][CH2:26][CH2:25][CH2:24][CH2:23][C@H:18]([NH:17][C:1]([O:12][CH2:11][C:10]1[CH:13]=[CH:14][C:7]([C:6]([F:15])([F:16])[F:5])=[CH:8][CH:9]=1)=[O:2])[C:19]([O:21][CH3:22])=[O:20])(=[O:31])[CH:29]=[CH2:30]. The catalyst class is: 588. (5) Reactant: [C:1]([OH:6])(=[O:5])[CH:2]([CH3:4])[OH:3].[OH-].[Na+].[CH3:9][C@@H:10]1[O:15][C@@H:14]([O:16][C@H:17]2[C@H:22]([O:23][C:24]3[C:25]4[O:79][C:75]5=[C:76]([Cl:78])[CH:77]=[C:72]([CH:73]=[CH:74]5)[C@@H:71]([OH:80])[C@@H:70]5[NH:81][C:82](=[O:83])[C@@H:51]([C:52]6[CH:53]=[CH:54][C:55]([OH:87])=[C:56]([C:58]7[C:63]([OH:64])=[CH:62][C:61]([OH:65])=[CH:60][C:59]=7[C@@H:66]([C:84]([OH:86])=[O:85])[NH:67][C:68]5=[O:69])[CH:57]=6)[NH:50][C:48](=[O:49])[C@H:47]5[C:27](=[CH:28][C:29]=3[O:30][C:31]3[CH:32]=[CH:33][C:34]([C@@H:38]([OH:102])[C@@H:39]([NH:92][C:93]([C@H:95]([NH:100][CH3:101])[CH2:96][CH:97]([CH3:99])[CH3:98])=[O:94])[C:40]([NH:42][C@@H:43]([CH2:88][C:89]([NH2:91])=[O:90])[C:44]([NH:46]5)=[O:45])=[O:41])=[CH:35][C:36]=3[Cl:37])[CH:26]=4)[O:21][C@H:20]([CH2:103][OH:104])[C@@H:19]([OH:105])[C@@H:18]2[OH:106])[CH2:13][C@@:12]([NH2:108])([CH3:107])[C@@H:11]1[OH:109].Cl. Product: [C:1]([OH:6])(=[O:5])[CH:2]([CH3:4])[OH:3].[CH3:9][C@@H:10]1[O:15][C@@H:14]([O:16][C@H:17]2[C@H:22]([O:23][C:24]3[C:25]4[O:79][C:75]5=[C:76]([Cl:78])[CH:77]=[C:72]([CH:73]=[CH:74]5)[C@@H:71]([OH:80])[C@@H:70]5[NH:81][C:82](=[O:83])[C@@H:51]([C:52]6[CH:53]=[CH:54][C:55]([OH:87])=[C:56]([C:58]7[C:63]([OH:64])=[CH:62][C:61]([OH:65])=[CH:60][C:59]=7[C@@H:66]([C:84]([OH:86])=[O:85])[NH:67][C:68]5=[O:69])[CH:57]=6)[NH:50][C:48](=[O:49])[C@H:47]5[C:27](=[CH:28][C:29]=3[O:30][C:31]3[CH:32]=[CH:33][C:34]([C@@H:38]([OH:102])[C@@H:39]([NH:92][C:93]([C@H:95]([NH:100][CH3:101])[CH2:96][CH:97]([CH3:98])[CH3:99])=[O:94])[C:40]([NH:42][C@@H:43]([CH2:88][C:89]([NH2:91])=[O:90])[C:44]([NH:46]5)=[O:45])=[O:41])=[CH:35][C:36]=3[Cl:37])[CH:26]=4)[O:21][C@H:20]([CH2:103][OH:104])[C@@H:19]([OH:105])[C@@H:18]2[OH:106])[CH2:13][C@@:12]([NH2:108])([CH3:107])[C@@H:11]1[OH:109]. The catalyst class is: 6. (6) Reactant: FC(F)(F)C(O)=O.[F:8][C:9]1[CH:38]=[CH:37][C:12]([NH:13][C:14]2[CH:26]=[C:25]([C:27]3[C:36]4[C:31](=[CH:32][CH:33]=[CH:34][CH:35]=4)[CH:30]=[N:29][CH:28]=3)[CH:24]=[CH:23][C:15]=2[C:16]([O:18]C(C)(C)C)=[O:17])=[CH:11][CH:10]=1.O.[OH-].[Na+]. Product: [F:8][C:9]1[CH:38]=[CH:37][C:12]([NH:13][C:14]2[CH:26]=[C:25]([C:27]3[C:36]4[C:31](=[CH:32][CH:33]=[CH:34][CH:35]=4)[CH:30]=[N:29][CH:28]=3)[CH:24]=[CH:23][C:15]=2[C:16]([OH:18])=[O:17])=[CH:11][CH:10]=1. The catalyst class is: 13. (7) Reactant: [NH2:1][CH2:2][CH2:3][CH2:4][N:5]([CH3:35])[C@@H:6]1[CH2:13][N:12]2[C:14]3[CH:15]=[C:16]([C:27]([O:29][CH3:30])=[O:28])[CH:17]=[CH:18][C:19]=3[C:20]([CH:21]3[CH2:26][CH2:25][CH2:24][CH2:23][CH2:22]3)=[C:11]2[C:10]2[CH:31]=[CH:32][CH:33]=[CH:34][C:9]=2[O:8][CH2:7]1.[CH:36](OCC(F)(F)F)=O. Product: [CH:21]1([C:20]2[C:19]3[CH:18]=[CH:17][C:16]([C:27]([O:29][CH3:30])=[O:28])=[CH:15][C:14]=3[N:12]3[C:11]=2[C:10]2[CH:31]=[CH:32][CH:33]=[CH:34][C:9]=2[O:8][CH2:7][C@H:6]([N:5]([CH3:35])[CH2:4][CH2:3][CH2:2][NH:1][CH3:36])[CH2:13]3)[CH2:26][CH2:25][CH2:24][CH2:23][CH2:22]1. The catalyst class is: 1.